Dataset: Forward reaction prediction with 1.9M reactions from USPTO patents (1976-2016). Task: Predict the product of the given reaction. (1) Given the reactants C1C2C(COC(=O)[NH:17][C:18]3[CH:23]=[CH:22][C:21]([S:24][C:25]4[CH:30]=[CH:29][C:28]([C:31](=[O:40])[NH:32][C:33]5[CH:38]=[CH:37][C:36]([Br:39])=[CH:35][N:34]=5)=[CH:27][C:26]=4[NH:41][C:42]4[C:43]5[CH:51]=[CH:50][C:49]([CH:52]([CH3:54])[CH3:53])=[N:48][C:44]=5[N:45]=[CH:46][N:47]=4)=[CH:20][CH:19]=3)C3C(=CC=CC=3)C=2C=CC=1.O1CCCC1.[F-].C([N+](CCCC)(CCCC)CCCC)CCC, predict the reaction product. The product is: [NH2:17][C:18]1[CH:23]=[CH:22][C:21]([S:24][C:25]2[CH:30]=[CH:29][C:28]([C:31]([NH:32][C:33]3[CH:38]=[CH:37][C:36]([Br:39])=[CH:35][N:34]=3)=[O:40])=[CH:27][C:26]=2[NH:41][C:42]2[C:43]3[CH:51]=[CH:50][C:49]([CH:52]([CH3:54])[CH3:53])=[N:48][C:44]=3[N:45]=[CH:46][N:47]=2)=[CH:20][CH:19]=1. (2) Given the reactants [NH:1]1[CH2:6][CH2:5][CH:4]([N:7]2[C:11]3[CH:12]=[CH:13][CH:14]=[CH:15][C:10]=3[N:9]=[C:8]2[C@@H:16]([NH:18][C:19]2[N:27]=[CH:26][N:25]=[C:24]3[C:20]=2[N:21]=[CH:22][NH:23]3)[CH3:17])[CH2:3][CH2:2]1.[O:28]1[CH2:31][C:30](=O)[CH2:29]1.CC(O)=O.C(O[BH-](OC(=O)C)OC(=O)C)(=O)C.[Na+], predict the reaction product. The product is: [O:28]1[CH2:31][CH:30]([N:1]2[CH2:6][CH2:5][CH:4]([N:7]3[C:11]4[CH:12]=[CH:13][CH:14]=[CH:15][C:10]=4[N:9]=[C:8]3[C@@H:16]([NH:18][C:19]3[N:27]=[CH:26][N:25]=[C:24]4[C:20]=3[N:21]=[CH:22][NH:23]4)[CH3:17])[CH2:3][CH2:2]2)[CH2:29]1. (3) Given the reactants [CH3:1][C:2]1[CH:7]=[CH:6][CH:5]=[C:4]([C:8]#[C:9][CH:10]=[C:11]2[CH2:16][CH2:15][NH:14][CH2:13][CH2:12]2)[N:3]=1.F[C:18]1[CH:19]=[C:20]([CH3:27])[CH:21]=[CH:22][C:23]=1[N+:24]([O-:26])=[O:25], predict the reaction product. The product is: [CH3:1][C:2]1[CH:7]=[CH:6][CH:5]=[C:4]([C:8]#[C:9][CH:10]=[C:11]2[CH2:12][CH2:13][N:14]([C:18]3[CH:19]=[C:20]([CH3:27])[CH:21]=[CH:22][C:23]=3[N+:24]([O-:26])=[O:25])[CH2:15][CH2:16]2)[N:3]=1.